Dataset: Full USPTO retrosynthesis dataset with 1.9M reactions from patents (1976-2016). Task: Predict the reactants needed to synthesize the given product. Given the product [Br:37][C:38]1[CH:46]=[CH:45][CH:44]=[C:43]2[C:39]=1[C:40]([OH:48])([C:18]1[C:17]([OH:20])=[CH:16][C:15]3[O:11][CH2:12][CH2:13][C:14]=3[CH:19]=1)[C:41](=[O:47])[NH:42]2, predict the reactants needed to synthesize it. The reactants are: O1C2C=CC(O)=CC=2OC1.[O:11]1[C:15]2[CH:16]=[C:17]([OH:20])[CH:18]=[CH:19][C:14]=2[CH2:13][CH2:12]1.C1(CCN2C3C(=CC=CC=3)C(=O)C2=O)CC1.[Br:37][C:38]1[CH:46]=[CH:45][CH:44]=[C:43]2[C:39]=1[C:40](=[O:48])[C:41](=[O:47])[NH:42]2.